This data is from Forward reaction prediction with 1.9M reactions from USPTO patents (1976-2016). The task is: Predict the product of the given reaction. Given the reactants Cl[C:2]1[N:10]2[C:6](=[N:7][C:8]3[CH:14]=[CH:13][CH:12]=[CH:11][C:9]=32)[C:5]([C:15]#[N:16])=[C:4]([CH3:17])[C:3]=1[C:18]1[CH:23]=[CH:22][CH:21]=[CH:20][CH:19]=1.C(N(CC)CC)C.[NH:31]1[CH2:36][CH2:35][NH:34][CH2:33][CH2:32]1.O, predict the reaction product. The product is: [CH3:17][C:4]1[C:3]([C:18]2[CH:23]=[CH:22][CH:21]=[CH:20][CH:19]=2)=[C:2]([N:31]2[CH2:36][CH2:35][NH:34][CH2:33][CH2:32]2)[N:10]2[C:6](=[N:7][C:8]3[CH:14]=[CH:13][CH:12]=[CH:11][C:9]=32)[C:5]=1[C:15]#[N:16].